Predict the reactants needed to synthesize the given product. From a dataset of Full USPTO retrosynthesis dataset with 1.9M reactions from patents (1976-2016). (1) Given the product [Cl:1][C:2]1[N:7]2[N:8]=[C:9]([C:11]3[CH:16]=[CH:15][N:14]=[CH:13][CH:12]=3)[C:10]([C:17](=[O:19])[CH3:18])=[C:6]2[CH:5]=[CH:4][CH:3]=1, predict the reactants needed to synthesize it. The reactants are: [Cl:1][C:2]1[N:7]2[N:8]=[C:9]([C:11]3[CH:16]=[CH:15][N:14]=[CH:13][CH:12]=3)[CH:10]=[C:6]2[CH:5]=[CH:4][CH:3]=1.[C:17](OC(=O)C)(=[O:19])[CH3:18].B(F)(F)F. (2) Given the product [F:9][C:10]1[CH:15]=[CH:14][CH:13]=[CH:12][C:11]=1[CH:16]([N:2]([CH3:1])[C:3]1[CH:8]=[CH:7][CH:6]=[CH:5][CH:4]=1)[CH:17]([OH:18])[CH2:19][OH:20], predict the reactants needed to synthesize it. The reactants are: [CH3:1][NH:2][C:3]1[CH:8]=[CH:7][CH:6]=[CH:5][CH:4]=1.[F:9][C:10]1[CH:15]=[CH:14][CH:13]=[CH:12][C:11]=1[CH:16]1[O:18][CH:17]1[CH2:19][OH:20]. (3) Given the product [CH3:1][O:2][C:3]1[CH:4]=[CH:5][C:6]([C:12]([NH2:14])=[O:13])=[CH:7][C:8]=1[C:9]([NH:20][C:19]1[CH:21]=[CH:22][CH:23]=[CH:24][C:18]=1[O:17][C:16]([F:15])([F:25])[F:26])=[O:11], predict the reactants needed to synthesize it. The reactants are: [CH3:1][O:2][C:3]1[C:8]([C:9]([OH:11])=O)=[CH:7][C:6]([C:12]([NH2:14])=[O:13])=[CH:5][CH:4]=1.[F:15][C:16]([F:26])([F:25])[O:17][C:18]1[CH:24]=[CH:23][CH:22]=[CH:21][C:19]=1[NH2:20].